Dataset: Experimentally validated miRNA-target interactions with 360,000+ pairs, plus equal number of negative samples. Task: Binary Classification. Given a miRNA mature sequence and a target amino acid sequence, predict their likelihood of interaction. (1) The miRNA is hsa-miR-671-5p with sequence AGGAAGCCCUGGAGGGGCUGGAG. The protein sequence of the target gene is MPVMKGLLAPQNTFLDTIATRFDGTHSNFILANAQVAKGFPIVYCSDGFCELAGFARTEVMQKSCSCKFLFGVETNEQLMLQIEKSLEEKTEFKGEIMFYKKNGSPFWCLLDIVPIKNEKGDVVLFLASFKDITDTKVKITPEDKKEDKVKGRSRAGTHFDSARRRSRAVLYHISGHLQRREKNKLKINNNVFVDKPAFPEYKVSDAKKSKFILLHFSTFKAGWDWLILLATFYVAVTVPYNVCFIGNDDLSTTRSTTVSDIAVEILFIIDIILNFRTTYVSKSGQVIFEARSICIHYVT.... Result: 0 (no interaction). (2) The miRNA is hsa-let-7f-5p with sequence UGAGGUAGUAGAUUGUAUAGUU. The protein sequence of the target gene is MGIRGLMSFVEDHSNEFFTDLKLRDTKIVIDGYALFHRLCFSSNLDLRYGGDYDSFADVVQKFFESLFACNICPYVVLDGGCDISDKKLTTLKDRAREKIQMAHSLSVGGSGYVCPLLIREVFIQVLIKLRVCFVQCFSEADRDIMTLANHWNCPVLSSDSDFCIFDLKTGFCPLNSFQWRNMNTIKGTQNYIPAKCFSLDAFCHHFSNMNKALLPLFAVLCGNDHVNLPIMETFLSKARLPLGATSSKGRRHHRILGLLNWLSHFANPTEALDNVLKYLPKKDRENVKELLCCSMEEYQ.... Result: 1 (interaction). (3) The miRNA is hsa-miR-450b-3p with sequence UUGGGAUCAUUUUGCAUCCAUA. The protein sequence of the target gene is MLVLLAGIFVVHIATVIMLFVSTIANVWLVSNTVDASVGLWKNCTNISCSDSLSYASEDALKTVQAFMILSIIFCVIALLVFVFQLFTMEKGNRFFLSGATTLVCWLCILVGVSIYTSHYANRDGTQYHHGYSYILGWICFCFSFIIGVLYLVLRKK. Result: 0 (no interaction).